From a dataset of Reaction yield outcomes from USPTO patents with 853,638 reactions. Predict the reaction yield, written as a fraction of the theoretical maximum amount of product (1.0 means a 100% yield; for example, 0.34 means a 34% yield). (1) The reactants are Cl[C:2]1[N:7]=[C:6]([NH:8][C:9]2[CH:10]=[C:11]3[C:15](=[CH:16][CH:17]=2)[NH:14][N:13]=[CH:12]3)[C:5]([CH3:18])=[CH:4][N:3]=1.[CH:19]1([NH:22][C:23](=[O:42])[CH2:24][O:25][C:26]2[CH:31]=[CH:30][C:29]([F:32])=[C:28](B3OC(C)(C)C(C)(C)O3)[CH:27]=2)[CH2:21][CH2:20]1.CC([O-])=O.[K+]. The catalyst is O1CCOCC1.O.C(Cl)Cl.C1C=CC(P(C2C=CC=CC=2)[C-]2C=CC=C2)=CC=1.C1C=CC(P(C2C=CC=CC=2)[C-]2C=CC=C2)=CC=1.Cl[Pd]Cl.[Fe+2]. The product is [NH:14]1[C:15]2[C:11](=[CH:10][C:9]([NH:8][C:6]3[C:5]([CH3:18])=[CH:4][N:3]=[C:2]([C:28]4[CH:27]=[C:26]([CH:31]=[CH:30][C:29]=4[F:32])[O:25][CH2:24][C:23]([NH:22][CH:19]4[CH2:20][CH2:21]4)=[O:42])[N:7]=3)=[CH:17][CH:16]=2)[CH:12]=[N:13]1. The yield is 0.100. (2) The reactants are C([O:3][C:4](=[O:40])[CH2:5][CH2:6][NH:7][C:8](=[O:39])[C:9]1[CH:14]=[C:13]([Cl:15])[C:12]([O:16][C:17]2[CH:22]=[CH:21][N:20]=[CH:19][C:18]=2[C:23]([N:25]2[C:34]3[C:29](=[CH:30][CH:31]=[CH:32][CH:33]=3)[N:28]([CH:35]3[CH2:37][CH2:36]3)[CH2:27][CH2:26]2)=[O:24])=[CH:11][C:10]=1[Cl:38])C.O.O.[OH-].[Li+]. The catalyst is O1CCOCC1. The product is [Cl:38][C:10]1[CH:11]=[C:12]([O:16][C:17]2[CH:22]=[CH:21][N:20]=[CH:19][C:18]=2[C:23]([N:25]2[C:34]3[C:29](=[CH:30][CH:31]=[CH:32][CH:33]=3)[N:28]([CH:35]3[CH2:37][CH2:36]3)[CH2:27][CH2:26]2)=[O:24])[C:13]([Cl:15])=[CH:14][C:9]=1[C:8]([NH:7][CH2:6][CH2:5][C:4]([OH:40])=[O:3])=[O:39]. The yield is 0.860. (3) The reactants are [C:1]([N:4]1[C:13]2[C:8](=[CH:9][C:10]([CH:14]3[CH2:19][CH2:18][N:17](C(OC(C)(C)C)=O)[CH2:16][CH2:15]3)=[CH:11][CH:12]=2)[C@H:7]([NH:27][C:28]2[CH:33]=[CH:32][C:31]([C:34]#[N:35])=[CH:30][N:29]=2)[C@@H:6]([CH3:36])[C@@H:5]1[CH3:37])(=[O:3])[CH3:2].Cl. The catalyst is O1CCOCC1. The product is [C:1]([N:4]1[C:13]2[C:8](=[CH:9][C:10]([CH:14]3[CH2:15][CH2:16][NH:17][CH2:18][CH2:19]3)=[CH:11][CH:12]=2)[C@H:7]([NH:27][C:28]2[CH:33]=[CH:32][C:31]([C:34]#[N:35])=[CH:30][N:29]=2)[C@@H:6]([CH3:36])[C@@H:5]1[CH3:37])(=[O:3])[CH3:2]. The yield is 0.363. (4) The reactants are [Cl:1][C:2]1[CH:7]=[CH:6][N:5]=[C:4]([CH2:8][CH3:9])[C:3]=1[CH2:10][S:11][C:12]1[N:17]=[C:16]([OH:18])[CH:15]=[C:14]([C:19]([F:22])([F:21])[F:20])[N:13]=1.Cl.O1CCOCC1. The catalyst is CO. The product is [ClH:1].[Cl:1][C:2]1[CH:7]=[CH:6][N:5]=[C:4]([CH2:8][CH3:9])[C:3]=1[CH2:10][S:11][C:12]1[N:17]=[C:16]([OH:18])[CH:15]=[C:14]([C:19]([F:22])([F:20])[F:21])[N:13]=1. The yield is 0.880. (5) The reactants are O1CCCCC1[N:7]1[C:15]2[C:10](=[CH:11][C:12]([C:16]3[N:20]=[CH:19][N:18](C(C4C=CC=CC=4)(C4C=CC=CC=4)C4C=CC=CC=4)[N:17]=3)=[CH:13][CH:14]=2)[C:9]([C:40]2[CH:41]=[C:42]([NH2:46])[CH:43]=[CH:44][CH:45]=2)=[N:8]1.[Cl:47][C:48]1[CH:55]=[C:54]([Cl:56])[CH:53]=[CH:52][C:49]=1[CH2:50]Cl.[OH2:57]. The catalyst is N1C=CC=CC=1. The product is [NH:18]1[CH:19]=[N:20][C:16]([C:12]2[CH:11]=[C:10]3[C:15](=[CH:14][CH:13]=2)[NH:7][N:8]=[C:9]3[C:40]2[CH:41]=[C:42]([NH:46][C:50]([C:49]3[CH:52]=[CH:53][C:54]([Cl:56])=[CH:55][C:48]=3[Cl:47])=[O:57])[CH:43]=[CH:44][CH:45]=2)=[N:17]1. The yield is 0.550. (6) The reactants are Cl.FC1C=C(C=CC=1)CN1C=C(C2C3C(=NC=C(C4C=CC(C5CCNCC5)=CC=4)C=3)N(S(C3C=CC(C)=CC=3)(=O)=O)C=2)C=N1.[F:46][C:47]1[CH:48]=[C:49]([CH:88]=[CH:89][CH:90]=1)[CH2:50][N:51]1[CH:55]=[C:54]([C:56]2[C:64]3[C:59](=[N:60][CH:61]=[C:62]([C:65]4[CH:66]=[N:67][C:68]([N:71]5[CH2:76][CH2:75][N:74]([CH3:77])[CH2:73][CH2:72]5)=[CH:69][CH:70]=4)[CH:63]=3)[N:58](S(C3C=CC(C)=CC=3)(=O)=O)[CH:57]=2)[CH:53]=[N:52]1.[OH-].[Li+]. The catalyst is C1COCC1.CO.O. The product is [F:46][C:47]1[CH:48]=[C:49]([CH:88]=[CH:89][CH:90]=1)[CH2:50][N:51]1[CH:55]=[C:54]([C:56]2[C:64]3[C:59](=[N:60][CH:61]=[C:62]([C:65]4[CH:66]=[N:67][C:68]([N:71]5[CH2:72][CH2:73][N:74]([CH3:77])[CH2:75][CH2:76]5)=[CH:69][CH:70]=4)[CH:63]=3)[NH:58][CH:57]=2)[CH:53]=[N:52]1. The yield is 0.476. (7) The reactants are [N+:1]([C:4]1[N:5]=[CH:6][NH:7][CH:8]=1)([O-:3])=[O:2].Cl[CH2:10][C:11]#[N:12].C([O-])([O-])=O.[K+].[K+]. The catalyst is C(#N)C. The product is [N+:1]([C:4]1[N:5]=[CH:6][N:7]([CH2:10][C:11]#[N:12])[CH:8]=1)([O-:3])=[O:2]. The yield is 0.700. (8) The reactants are [C:1]([O:7][C:8]([CH3:11])([CH3:10])[CH3:9])(=[O:6])[CH2:2][C:3]([CH3:5])=O.[N+:12]([C:15]1[CH:22]=[CH:21][CH:20]=[CH:19][C:16]=1[CH:17]=O)([O-:14])=[O:13].[NH4+:23].[OH-:24]. The catalyst is CCO. The product is [CH3:5][C:3]1[NH:23][C:3]([CH3:5])=[C:2]([C:1]([O:7][C:8]([CH3:11])([CH3:10])[CH3:9])=[O:24])[CH:17]([C:16]2[CH:19]=[CH:20][CH:21]=[CH:22][C:15]=2[N+:12]([O-:14])=[O:13])[C:2]=1[C:1]([O:7][C:8]([CH3:11])([CH3:10])[CH3:9])=[O:6]. The yield is 0.0900. (9) The reactants are [H-].[Na+].[CH3:3][C:4]12[C:16]3[C:8](=[CH:9][C:10]([NH:17][C:18]4[N:23]=[CH:22][C:21]([C:24]([O:26]CC)=[O:25])=[CH:20][N:19]=4)=[CH:11][C:12]=3[CH2:13][CH2:14][CH2:15]1)[CH2:7][CH2:6][CH2:5]2.Br[CH2:30][CH:31]1[CH2:33][CH2:32]1.[Cl-].[NH4+]. The catalyst is CN(C)C=O. The product is [CH:31]1([CH2:30][N:17]([C:10]2[CH:9]=[C:8]3[C:16]4[C:4]([CH3:3])([CH2:5][CH2:6][CH2:7]3)[CH2:15][CH2:14][CH2:13][C:12]=4[CH:11]=2)[C:18]2[N:19]=[CH:20][C:21]([C:24]([OH:26])=[O:25])=[CH:22][N:23]=2)[CH2:33][CH2:32]1. The yield is 0.820.